From a dataset of Reaction yield outcomes from USPTO patents with 853,638 reactions. Predict the reaction yield, written as a fraction of the theoretical maximum amount of product (1.0 means a 100% yield; for example, 0.34 means a 34% yield). (1) The reactants are C1(P(C2C=CC=CC=2)C2C=CC=CC=2)C=CC=CC=1.CCO[C:23](/[N:25]=N/C(OCC)=O)=O.[C:32]1([CH:38]([C:40]2[CH:41]=[N:42][CH:43]=[CH:44][CH:45]=2)O)[CH:37]=[CH:36][CH:35]=[CH:34][CH:33]=1.CC(C)(O)C#N. The catalyst is C1COCC1. The product is [C:32]1([CH:38]([C:40]2[CH:41]=[N:42][CH:43]=[CH:44][CH:45]=2)[C:23]#[N:25])[CH:37]=[CH:36][CH:35]=[CH:34][CH:33]=1. The yield is 0.520. (2) The reactants are [Cl:1][C:2]1[C:3]([CH3:10])=[CH:4][C:5](I)=[C:6]([CH:8]=1)[NH2:7].[CH2:11]([Si:13]([CH2:21][CH3:22])([CH2:19][CH3:20])[C:14]#[C:15][CH2:16][CH2:17][OH:18])[CH3:12].[Cl-].[Li+].C(=O)([O-])[O-].[Na+].[Na+]. The catalyst is CN(C=O)C.C1(P([C-]2C=CC=C2)C2C=CC=CC=2)C=CC=CC=1.[C-]1(P(C2C=CC=CC=2)C2C=CC=CC=2)C=CC=C1.[Fe+2].[Pd](Cl)Cl. The product is [Cl:1][C:2]1[CH:8]=[C:6]2[C:5]([C:15]([CH2:16][CH2:17][OH:18])=[C:14]([Si:13]([CH2:19][CH3:20])([CH2:21][CH3:22])[CH2:11][CH3:12])[NH:7]2)=[CH:4][C:3]=1[CH3:10]. The yield is 0.790. (3) The reactants are [CH3:1][N:2]1[CH2:7][CH2:6][N:5]([CH2:8][C:9]2[CH:14]=[CH:13][C:12]([NH2:15])=[CH:11][CH:10]=2)[CH2:4][CH2:3]1.Cl[C:17]1([C:29]2[C:30]([O:35][CH2:36][CH3:37])=[N:31][CH:32]=[CH:33][CH:34]=2)[C:25]2[C:20](=[CH:21][CH:22]=[C:23]([C:26]#[N:27])[CH:24]=2)[NH:19][C:18]1=[O:28].CCN(C(C)C)C(C)C.C([O-])(O)=O.[Na+]. The catalyst is ClCCl. The product is [CH2:36]([O:35][C:30]1[C:29]([C:17]2([NH:15][C:12]3[CH:13]=[CH:14][C:9]([CH2:8][N:5]4[CH2:6][CH2:7][N:2]([CH3:1])[CH2:3][CH2:4]4)=[CH:10][CH:11]=3)[C:25]3[C:20](=[CH:21][CH:22]=[C:23]([C:26]#[N:27])[CH:24]=3)[NH:19][C:18]2=[O:28])=[CH:34][CH:33]=[CH:32][N:31]=1)[CH3:37]. The yield is 0.990. (4) The reactants are F[P-](F)(F)(F)(F)F.N1(O[P+](N(C)C)(N(C)C)N(C)C)C2C=CC=CC=2N=N1.[Cl:28][C:29]1[CH:30]=[C:31]([CH:37]([CH2:41][CH:42]2[CH2:46][CH2:45][CH2:44][CH2:43]2)[C:38]([OH:40])=O)[CH:32]=[CH:33][C:34]=1[S:35][CH3:36].C(N(CC)C(C)C)(C)C.[NH2:56][C:57]1[S:58][CH:59]=[CH:60][N:61]=1. The catalyst is C(Cl)Cl. The product is [Cl:28][C:29]1[CH:30]=[C:31]([CH:37]([CH2:41][CH:42]2[CH2:46][CH2:45][CH2:44][CH2:43]2)[C:38]([NH:56][C:57]2[S:58][CH:59]=[CH:60][N:61]=2)=[O:40])[CH:32]=[CH:33][C:34]=1[S:35][CH3:36]. The yield is 0.710. (5) The reactants are C(O[C:6]([N:8]1[CH2:13][CH2:12][N:11]([C@H:14]([CH2:26][O:27][CH3:28])[CH2:15][CH2:16][N:17]2[CH2:24][CH2:23][C:20]3([CH2:22][CH2:21]3)[C@H:19]([OH:25])[CH2:18]2)[C:10](=[O:29])[C@@H:9]1[CH3:30])=[O:7])(C)(C)C.Cl.[Cl:32][C:33]1[CH:34]=[C:35]([N:40]=C=O)[CH:36]=[CH:37][C:38]=1[F:39]. The catalyst is O1CCOCC1. The product is [Cl:32][C:33]1[CH:34]=[C:35]([NH:40][C:6]([N:8]2[CH2:13][CH2:12][N:11]([C@H:14]([CH2:26][O:27][CH3:28])[CH2:15][CH2:16][N:17]3[CH2:24][CH2:23][C:20]4([CH2:22][CH2:21]4)[C@H:19]([OH:25])[CH2:18]3)[C:10](=[O:29])[C@@H:9]2[CH3:30])=[O:7])[CH:36]=[CH:37][C:38]=1[F:39]. The yield is 0.950. (6) The reactants are NC1C=CC(C(O)=O)=CC=1.C1(C(Cl)=O)CCCCC1.CCN(CC)CC.[OH-].[Na+].[CH:29]1([C:35]([NH:37][C:38]2[CH:47]=[CH:46][C:41]([C:42]([O:44]C)=[O:43])=[CH:40][CH:39]=2)=[O:36])[CH2:34][CH2:33][CH2:32][CH2:31][CH2:30]1. The catalyst is C1COCC1. The product is [CH:29]1([C:35]([NH:37][C:38]2[CH:47]=[CH:46][C:41]([C:42]([OH:44])=[O:43])=[CH:40][CH:39]=2)=[O:36])[CH2:30][CH2:31][CH2:32][CH2:33][CH2:34]1. The yield is 0.920.